Dataset: Forward reaction prediction with 1.9M reactions from USPTO patents (1976-2016). Task: Predict the product of the given reaction. (1) Given the reactants [NH2:1][CH2:2][CH2:3][N:4]([CH2:15][CH3:16])[CH2:5][CH2:6][O:7][C:8]1[C:9]([F:14])=[N:10][CH:11]=[CH:12][CH:13]=1.[I:17][C:18]1[CH:19]=[C:20]2[C:25](=[CH:26][CH:27]=1)[CH:24]=[C:23]([C:28](OCC)=[O:29])[CH:22]=[CH:21]2.C(N(CCNC(C1C=NC2C(=CC=C(I)C=2)N=1)=O)CCOC1C(F)=NC=CC=1)C, predict the reaction product. The product is: [CH2:15]([N:4]([CH2:3][CH2:2][NH:1][C:28]([C:23]1[CH:22]=[CH:21][C:20]2[C:25](=[CH:26][CH:27]=[C:18]([I:17])[CH:19]=2)[CH:24]=1)=[O:29])[CH2:5][CH2:6][O:7][C:8]1[C:9]([F:14])=[N:10][CH:11]=[CH:12][CH:13]=1)[CH3:16]. (2) Given the reactants Cl[C:2]1[C:3]2[N:10]([CH2:11][CH2:12][S:13]([CH3:16])(=[O:15])=[O:14])[CH:9]=[CH:8][C:4]=2[N:5]=[CH:6][N:7]=1.[S:17]1[C:21]2[CH:22]=[CH:23][CH:24]=[C:25]([O:26][C:27]3[CH:33]=[CH:32][C:30]([NH2:31])=[CH:29][C:28]=3[Cl:34])[C:20]=2[CH:19]=[N:18]1.C(=O)([O-])O.[Na+], predict the reaction product. The product is: [S:17]1[C:21]2[CH:22]=[CH:23][CH:24]=[C:25]([O:26][C:27]3[CH:33]=[CH:32][C:30]([NH:31][C:2]4[C:3]5[N:10]([CH2:11][CH2:12][S:13]([CH3:16])(=[O:15])=[O:14])[CH:9]=[CH:8][C:4]=5[N:5]=[CH:6][N:7]=4)=[CH:29][C:28]=3[Cl:34])[C:20]=2[CH:19]=[N:18]1. (3) Given the reactants [C:1]([O:5][C:6]([N:8]1[CH2:12][CH2:11][CH:10]([C:13]([OH:15])=O)[CH2:9]1)=[O:7])([CH3:4])([CH3:3])[CH3:2].[Cl:16][C:17]1[CH:23]=[CH:22][C:20]([NH2:21])=[CH:19][CH:18]=1.O.ON1C2C=CC=CC=2N=N1.Cl.CN(C)CCCN=C=NCC.C(N(CC)C(C)C)(C)C, predict the reaction product. The product is: [Cl:16][C:17]1[CH:23]=[CH:22][C:20]([NH:21][C:13]([CH:10]2[CH2:11][CH2:12][N:8]([C:6]([O:5][C:1]([CH3:2])([CH3:3])[CH3:4])=[O:7])[CH2:9]2)=[O:15])=[CH:19][CH:18]=1.